This data is from Reaction yield outcomes from USPTO patents with 853,638 reactions. The task is: Predict the reaction yield, written as a fraction of the theoretical maximum amount of product (1.0 means a 100% yield; for example, 0.34 means a 34% yield). (1) The reactants are [N+:1]([C:4]1[CH:5]=[CH:6][C:7]([N:10]2[CH2:15][CH2:14][O:13][CH2:12][CH2:11]2)=[N:8][CH:9]=1)([O-])=O. The catalyst is [Pd].CCO. The product is [O:13]1[CH2:14][CH2:15][N:10]([C:7]2[N:8]=[CH:9][C:4]([NH2:1])=[CH:5][CH:6]=2)[CH2:11][CH2:12]1. The yield is 0.880. (2) The reactants are [CH3:1][C:2]1([CH3:31])[CH2:10][C:9]2[N:8]([C:11]3[CH:18]=[CH:17][C:14]([C:15]#[N:16])=[C:13]([NH:19][CH:20]4[CH2:25][CH2:24][O:23][CH2:22][CH2:21]4)[CH:12]=3)[N:7]=[C:6]([C:26]([F:29])([F:28])[F:27])[C:5]=2[C:4](=[O:30])[CH2:3]1.[OH-:32].[Na+].OO. The catalyst is C(O)C.CS(C)=O.O. The product is [CH3:1][C:2]1([CH3:31])[CH2:10][C:9]2[N:8]([C:11]3[CH:18]=[CH:17][C:14]([C:15]([NH2:16])=[O:32])=[C:13]([NH:19][CH:20]4[CH2:25][CH2:24][O:23][CH2:22][CH2:21]4)[CH:12]=3)[N:7]=[C:6]([C:26]([F:28])([F:29])[F:27])[C:5]=2[C:4](=[O:30])[CH2:3]1. The yield is 0.980.